This data is from CYP2C19 inhibition data for predicting drug metabolism from PubChem BioAssay. The task is: Regression/Classification. Given a drug SMILES string, predict its absorption, distribution, metabolism, or excretion properties. Task type varies by dataset: regression for continuous measurements (e.g., permeability, clearance, half-life) or binary classification for categorical outcomes (e.g., BBB penetration, CYP inhibition). Dataset: cyp2c19_veith. The molecule is Cn1cccc1C(=O)N1CCC2(CC1)CCN(C(c1ccccc1)c1ccccc1)CC2. The result is 0 (non-inhibitor).